From a dataset of Full USPTO retrosynthesis dataset with 1.9M reactions from patents (1976-2016). Predict the reactants needed to synthesize the given product. (1) The reactants are: [CH2:1]=[CH:2][CH2:3][CH2:4][CH2:5][CH2:6][CH2:7][CH2:8][CH2:9][CH2:10][CH2:11][CH2:12]CC.[C:15]1([CH:21]([CH3:24])[CH:22]=[CH2:23])[CH:20]=[CH:19][CH:18]=[CH:17][CH:16]=1. Given the product [C:15]1([CH:21]([CH:22]=[CH:23][CH2:12][CH2:11][CH2:10][CH2:9][CH2:8][CH2:7][CH2:6][CH2:5][CH2:4][CH2:3][CH2:2][CH3:1])[CH3:24])[CH:20]=[CH:19][CH:18]=[CH:17][CH:16]=1, predict the reactants needed to synthesize it. (2) Given the product [Cl:27][C:13]1[C:14]2[O:19][C:18]3[CH:20]=[CH:21][CH:22]=[CH:23][C:17]=3[C:15]=2[N:16]=[C:11]([C:8]2[CH:9]=[CH:10][C:5]([O:4][CH:1]([CH3:3])[CH3:2])=[CH:6][CH:7]=2)[N:12]=1, predict the reactants needed to synthesize it. The reactants are: [CH:1]([O:4][C:5]1[CH:10]=[CH:9][C:8]([C:11]2[NH:12][C:13](=O)[C:14]3[O:19][C:18]4[CH:20]=[CH:21][CH:22]=[CH:23][C:17]=4[C:15]=3[N:16]=2)=[CH:7][CH:6]=1)([CH3:3])[CH3:2].O=P(Cl)(Cl)[Cl:27]. (3) Given the product [Cl:15][C:12]1[CH:13]=[CH:14][C:6]([NH:5][C:3](=[O:4])[CH2:2][N:38]2[CH2:39][CH2:40][N:35]([CH3:34])[CH2:36][CH2:37]2)=[C:7]2[C:11]=1[CH2:10][N:9]([C@@H:16]([C:22]1[CH:27]=[CH:26][C:25]([O:28][CH3:29])=[C:24]([O:30][CH2:31][CH3:32])[CH:23]=1)[CH2:17][S:18]([CH3:21])(=[O:19])=[O:20])[C:8]2=[O:33], predict the reactants needed to synthesize it. The reactants are: Cl[CH2:2][C:3]([NH:5][C:6]1[CH:14]=[CH:13][C:12]([Cl:15])=[C:11]2[C:7]=1[C:8](=[O:33])[N:9]([C@@H:16]([C:22]1[CH:27]=[CH:26][C:25]([O:28][CH3:29])=[C:24]([O:30][CH2:31][CH3:32])[CH:23]=1)[CH2:17][S:18]([CH3:21])(=[O:20])=[O:19])[CH2:10]2)=[O:4].[CH3:34][N:35]1[CH2:40][CH2:39][NH:38][CH2:37][CH2:36]1.